Dataset: Human liver microsome stability data. Task: Regression/Classification. Given a drug SMILES string, predict its absorption, distribution, metabolism, or excretion properties. Task type varies by dataset: regression for continuous measurements (e.g., permeability, clearance, half-life) or binary classification for categorical outcomes (e.g., BBB penetration, CYP inhibition). Dataset: hlm. (1) The drug is N#Cc1ccc(NC(=O)c2ccc(C3(C(F)(F)F)CC3)cc2)cn1. The result is 0 (unstable in human liver microsomes). (2) The molecule is COc1ccc(NC(=O)c2cccc(-c3nc(NC(P(=O)(O)O)P(=O)(O)O)c4ccsc4n3)c2)cc1F. The result is 0 (unstable in human liver microsomes). (3) The molecule is COc1cc(NC(=O)c2cccc(-n3ncc4cc(Nc5ccccc5)ccc43)c2)cc(OC)c1OC. The result is 1 (stable in human liver microsomes). (4) The drug is C[C@H]1c2c(cc(F)c(-c3cccc4cc[nH]c34)c2F)NC(C)(C)[C@@H]1O. The result is 0 (unstable in human liver microsomes). (5) The result is 0 (unstable in human liver microsomes). The compound is CCOC(C(=O)Nc1ccc(Cl)cc1Cl)c1ccnc2ccccc12. (6) The molecule is C[C@@H]1CN(c2ccc(F)cc2C(F)(F)F)CCN1S(=O)(=O)c1ccc(N2CCC(F)CC2)cc1Cl. The result is 0 (unstable in human liver microsomes). (7) The result is 0 (unstable in human liver microsomes). The molecule is O=C(Nc1ccc(F)c(-c2nc3cc(-c4cccnc4)cnc3[nH]2)c1)N1CC[C@@H](F)C1. (8) The drug is O=C1CN(Cc2ccc(-c3ccc(F)c(CN4CCS(=O)(=O)CC4)n3)cc2)C(=O)N1C1CC1. The result is 0 (unstable in human liver microsomes).